Dataset: NCI-60 drug combinations with 297,098 pairs across 59 cell lines. Task: Regression. Given two drug SMILES strings and cell line genomic features, predict the synergy score measuring deviation from expected non-interaction effect. (1) Drug 1: COC1=CC(=CC(=C1O)OC)C2C3C(COC3=O)C(C4=CC5=C(C=C24)OCO5)OC6C(C(C7C(O6)COC(O7)C8=CC=CS8)O)O. Drug 2: C1=CC(=CC=C1C#N)C(C2=CC=C(C=C2)C#N)N3C=NC=N3. Cell line: SK-MEL-28. Synergy scores: CSS=10.1, Synergy_ZIP=-5.60, Synergy_Bliss=-1.44, Synergy_Loewe=-21.3, Synergy_HSA=-3.41. (2) Drug 1: C1C(C(OC1N2C=NC3=C(N=C(N=C32)Cl)N)CO)O. Drug 2: CC1CCC2CC(C(=CC=CC=CC(CC(C(=O)C(C(C(=CC(C(=O)CC(OC(=O)C3CCCCN3C(=O)C(=O)C1(O2)O)C(C)CC4CCC(C(C4)OC)OCCO)C)C)O)OC)C)C)C)OC. Cell line: HCT116. Synergy scores: CSS=7.95, Synergy_ZIP=-1.65, Synergy_Bliss=-3.11, Synergy_Loewe=-15.4, Synergy_HSA=-6.29. (3) Drug 1: C1=CN(C(=O)N=C1N)C2C(C(C(O2)CO)O)O.Cl. Drug 2: C1=NNC2=C1C(=O)NC=N2. Cell line: OVCAR3. Synergy scores: CSS=9.18, Synergy_ZIP=-6.25, Synergy_Bliss=-6.21, Synergy_Loewe=-5.56, Synergy_HSA=-5.36.